Dataset: Peptide-MHC class I binding affinity with 185,985 pairs from IEDB/IMGT. Task: Regression. Given a peptide amino acid sequence and an MHC pseudo amino acid sequence, predict their binding affinity value. This is MHC class I binding data. (1) The MHC is HLA-A23:01 with pseudo-sequence HLA-A23:01. The peptide sequence is CGDPSSLDY. The binding affinity (normalized) is 0. (2) The peptide sequence is FHRKKTDAL. The MHC is HLA-B27:05 with pseudo-sequence HLA-B27:05. The binding affinity (normalized) is 0.0847.